Dataset: hERG Central: cardiac toxicity at 1µM, 10µM, and general inhibition. Task: Predict hERG channel inhibition at various concentrations. (1) The molecule is CCc1ccc(-c2nc(CN3CCC(C(=O)NCc4ccco4)CC3)c(C)o2)cc1. Results: hERG_inhib (hERG inhibition (general)): blocker. (2) The compound is Cc1cccn2c(=O)c3cc(C(=O)NCCN4CCOCC4)c(=N)n(CCc4ccccc4)c3nc12. Results: hERG_inhib (hERG inhibition (general)): blocker. (3) The drug is COc1cccc(OCCOCC(O)CN2CCN(Cc3ccc(Cl)cc3)CC2)c1.Cl. Results: hERG_inhib (hERG inhibition (general)): blocker. (4) The drug is CCC(c1nnnn1Cc1ccc(F)cc1)N1CCN(C2CCCCC2)CC1.Cl. Results: hERG_inhib (hERG inhibition (general)): blocker. (5) The molecule is O=C(C1CCCN1S(=O)(=O)c1cccc2nsnc12)N1CCN(c2ccc(F)cc2)CC1. Results: hERG_inhib (hERG inhibition (general)): blocker. (6) The drug is COCCCNC(=O)c1cc2c(=O)n3cccc(C)c3nc2n(C(C)C)c1=N. Results: hERG_inhib (hERG inhibition (general)): blocker. (7) Results: hERG_inhib (hERG inhibition (general)): blocker. The compound is COC(=O)c1cc(S(=O)(=O)NCC2CCN(Cc3ccc(Cl)cc3)CC2)c[nH]1. (8) The drug is O=C(O)C(=O)O.O=[N+]([O-])c1ccc(N2CCN(Cc3ccc([N+](=O)[O-])o3)CC2)cc1. Results: hERG_inhib (hERG inhibition (general)): blocker. (9) The drug is CCCCN(C)C(=O)c1nc2ccccn2c1CNCCCn1ncc2ccccc21. Results: hERG_inhib (hERG inhibition (general)): blocker. (10) The molecule is Brc1ccc2nc(-c3cccs3)c(NCC3CCCO3)n2c1. Results: hERG_inhib (hERG inhibition (general)): blocker.